From a dataset of Reaction yield outcomes from USPTO patents with 853,638 reactions. Predict the reaction yield, written as a fraction of the theoretical maximum amount of product (1.0 means a 100% yield; for example, 0.34 means a 34% yield). (1) The reactants are [CH2:1]([C:3]1[NH:4][C:5](=[O:10])[CH:6]=[C:7]([CH3:9])[N:8]=1)C.Br[CH2:12][CH2:13][O:14][C:15]1[CH:22]=[CH:21][C:18]([CH:19]=[O:20])=[CH:17][CH:16]=1.[Li+].[Br-].[H-].[Na+]. No catalyst specified. The product is [CH3:1][C:3]1[N:4]([CH2:12][CH2:13][O:14][C:15]2[CH:22]=[CH:21][C:18]([CH:19]=[O:20])=[CH:17][CH:16]=2)[C:5](=[O:10])[CH:6]=[C:7]([CH3:9])[N:8]=1. The yield is 0.420. (2) The reactants are [C:1](OC(=O)C)(=[O:3])[CH3:2].[NH2:8][C:9]1[CH:10]=[C:11]([CH:15]=[CH:16][C:17]=1[C:18]([O:20][CH3:21])=[O:19])[C:12]([OH:14])=[O:13]. The catalyst is C(O)(=O)C. The product is [NH:8]([C:9]1[CH:10]=[C:11]([CH:15]=[CH:16][C:17]=1[C:18]([O:20][CH3:21])=[O:19])[C:12]([OH:14])=[O:13])[C:1]([CH3:2])=[O:3]. The yield is 0.890. (3) The reactants are [N:1]([CH:4]1[CH2:10][CH2:9][CH2:8][N:7]([C:11]([O:13][CH2:14][C:15]2[CH:20]=[CH:19][CH:18]=[CH:17][CH:16]=2)=[O:12])[CH2:6][CH:5]1[OH:21])=[N+]=[N-].C1C=CC(P(C2C=CC=CC=2)C2C=CC=CC=2)=CC=1. The catalyst is C1COCC1.O. The product is [NH2:1][CH:4]1[CH2:10][CH2:9][CH2:8][N:7]([C:11]([O:13][CH2:14][C:15]2[CH:20]=[CH:19][CH:18]=[CH:17][CH:16]=2)=[O:12])[CH2:6][CH:5]1[OH:21]. The yield is 0.770.